Task: Predict the reactants needed to synthesize the given product.. Dataset: Full USPTO retrosynthesis dataset with 1.9M reactions from patents (1976-2016) Given the product [CH2:1]([N:3]([CH2:29][C:30]1[CH:31]=[CH:32][C:33]([O:36][CH2:39][CH2:40][N:42]([CH3:49])[CH:43]2[CH2:48][CH2:47][O:46][CH2:45][CH2:44]2)=[CH:34][CH:35]=1)[C:4]1[CH:9]=[C:8]([O:10][CH3:11])[CH:7]=[CH:6][C:5]=1[C@@H:12]1[CH2:21][CH2:20][C:19]2[CH:18]=[C:17]([OH:22])[CH:16]=[CH:15][C:14]=2[CH2:13]1)[CH3:2], predict the reactants needed to synthesize it. The reactants are: [CH2:1]([N:3]([C:29](=O)[C:30]1[CH:35]=[CH:34][C:33]([OH:36])=[CH:32][CH:31]=1)[C:4]1[CH:9]=[C:8]([O:10][CH3:11])[CH:7]=[CH:6][C:5]=1[C@@H:12]1[CH2:21][CH2:20][C:19]2[CH:18]=[C:17]([O:22]C(=O)C(C)(C)C)[CH:16]=[CH:15][C:14]=2[CH2:13]1)[CH3:2].Cl[CH2:39][C:40]([N:42]([CH3:49])[CH:43]1[CH2:48][CH2:47][O:46][CH2:45][CH2:44]1)=O.